This data is from Peptide-MHC class I binding affinity with 185,985 pairs from IEDB/IMGT. The task is: Regression. Given a peptide amino acid sequence and an MHC pseudo amino acid sequence, predict their binding affinity value. This is MHC class I binding data. (1) The peptide sequence is ALVGLFVLL. The MHC is HLA-A02:01 with pseudo-sequence HLA-A02:01. The binding affinity (normalized) is 0.699. (2) The peptide sequence is AARPATSTL. The MHC is HLA-B07:02 with pseudo-sequence HLA-B07:02. The binding affinity (normalized) is 0.506. (3) The peptide sequence is IRHNKDRKV. The MHC is HLA-C06:02 with pseudo-sequence HLA-C06:02. The binding affinity (normalized) is 0.699. (4) The peptide sequence is KRYTTGGTSRN. The MHC is HLA-B27:05 with pseudo-sequence HLA-B27:05. The binding affinity (normalized) is 0.349. (5) The peptide sequence is TAAQAAVVRF. The MHC is HLA-A11:01 with pseudo-sequence HLA-A11:01. The binding affinity (normalized) is 0. (6) The peptide sequence is PHAATIRVL. The MHC is HLA-B18:01 with pseudo-sequence HLA-B18:01. The binding affinity (normalized) is 0.0847. (7) The peptide sequence is TVAHQVCPY. The MHC is HLA-A24:03 with pseudo-sequence HLA-A24:03. The binding affinity (normalized) is 0.0847. (8) The MHC is HLA-A32:01 with pseudo-sequence HLA-A32:01. The binding affinity (normalized) is 0.563. The peptide sequence is GTSGLELTF. (9) The peptide sequence is YHFDPVHHL. The MHC is HLA-B27:05 with pseudo-sequence HLA-B27:05. The binding affinity (normalized) is 0.0847.